Dataset: Forward reaction prediction with 1.9M reactions from USPTO patents (1976-2016). Task: Predict the product of the given reaction. (1) The product is: [C:1]([O:5][C:6](=[O:23])[NH:7][C:8]1[CH:13]=[C:12]([N:14]2[CH2:17][CH2:16][CH2:15]2)[C:11]([C:18]([F:20])([F:21])[F:19])=[CH:10][C:9]=1[NH:22][C:29](=[O:28])[CH2:30][C:31]([C:33]1[CH:38]=[CH:37][CH:36]=[C:35]([C:39]2[O:43][N:42]=[C:41]([CH3:44])[CH:40]=2)[CH:34]=1)=[O:32])([CH3:4])([CH3:2])[CH3:3]. Given the reactants [C:1]([O:5][C:6](=[O:23])[NH:7][C:8]1[CH:13]=[C:12]([N:14]2[CH2:17][CH2:16][CH2:15]2)[C:11]([C:18]([F:21])([F:20])[F:19])=[CH:10][C:9]=1[NH2:22])([CH3:4])([CH3:3])[CH3:2].C([O:28][C:29](=O)[CH2:30][C:31]([C:33]1[CH:38]=[CH:37][CH:36]=[C:35]([C:39]2[O:43][N:42]=[C:41]([CH3:44])[CH:40]=2)[CH:34]=1)=[O:32])(C)(C)C, predict the reaction product. (2) Given the reactants N(C(OC(C)C)=O)=NC(OC(C)C)=O.[C:15]1([N:25]2[CH2:30][CH2:29][CH:28]([CH2:31]O)[CH2:27][CH2:26]2)[C:24]2[C:19](=[CH:20][CH:21]=[CH:22][CH:23]=2)[CH:18]=[CH:17][N:16]=1.C1(P(C2C=CC=CC=2)C2C=CC=CC=2)C=CC=CC=1.[O:52]1[CH2:56][C:55](=[O:57])[NH:54][C:53]1=[O:58], predict the reaction product. The product is: [C:15]1([N:25]2[CH2:26][CH2:27][CH:28]([CH2:31][N:54]3[C:55](=[O:57])[CH2:56][O:52][C:53]3=[O:58])[CH2:29][CH2:30]2)[C:24]2[C:19](=[CH:20][CH:21]=[CH:22][CH:23]=2)[CH:18]=[CH:17][N:16]=1. (3) Given the reactants C(OC([N:8]1[CH2:13][CH2:12][CH:11]([O:14][C:15]2[CH:22]=[CH:21][C:18]([C:19]#[N:20])=[CH:17][CH:16]=2)[CH2:10][CH2:9]1)=O)(C)(C)C.[C:23]([OH:29])([C:25]([F:28])([F:27])[F:26])=[O:24], predict the reaction product. The product is: [F:26][C:25]([F:28])([F:27])[C:23]([OH:29])=[O:24].[NH:8]1[CH2:9][CH2:10][CH:11]([O:14][C:15]2[CH:22]=[CH:21][C:18]([C:19]#[N:20])=[CH:17][CH:16]=2)[CH2:12][CH2:13]1.[C:23]([OH:29])([C:25]([F:28])([F:27])[F:26])=[O:24].